The task is: Predict which catalyst facilitates the given reaction.. This data is from Catalyst prediction with 721,799 reactions and 888 catalyst types from USPTO. (1) Reactant: [O-]S(C(F)(F)F)(=O)=O.[C:9]1([S+:15]([C:26]2[CH:31]=[CH:30][CH:29]=[CH:28][CH:27]=2)[C:16]2[CH:21]=[CH:20][CH:19]=[C:18]([C:22]([F:25])([F:24])[F:23])[CH:17]=2)[CH:14]=[CH:13][CH:12]=[CH:11][CH:10]=1.[F:32][C:33]1[C:38]([B-:39]([C:62]2[C:67]([F:68])=[C:66]([F:69])[C:65]([F:70])=[C:64]([F:71])[C:63]=2[F:72])([C:51]2[C:56]([F:57])=[C:55]([F:58])[C:54]([F:59])=[C:53]([F:60])[C:52]=2[F:61])[C:40]2[C:45]([F:46])=[C:44]([F:47])[C:43]([F:48])=[C:42]([F:49])[C:41]=2[F:50])=[C:37]([F:73])[C:36]([F:74])=[C:35]([F:75])[C:34]=1[F:76].[Li+].CO.FC1C([B-](C2C(F)=C(F)C(F)=C(F)C=2F)(C2C(F)=C(F)C(F)=C(F)C=2F)C2C(F)=C(F)C(F)=C(F)C=2F)=C(F)C(F)=C(F)C=1F.[Li+].[O-]S(C(F)(F)F)(=O)=O. Product: [F:68][C:67]1[C:62]([B-:39]([C:40]2[C:45]([F:46])=[C:44]([F:47])[C:43]([F:48])=[C:42]([F:49])[C:41]=2[F:50])([C:38]2[C:37]([F:73])=[C:36]([F:74])[C:35]([F:75])=[C:34]([F:76])[C:33]=2[F:32])[C:51]2[C:52]([F:61])=[C:53]([F:60])[C:54]([F:59])=[C:55]([F:58])[C:56]=2[F:57])=[C:63]([F:72])[C:64]([F:71])=[C:65]([F:70])[C:66]=1[F:69].[C:9]1([S+:15]([C:26]2[CH:31]=[CH:30][CH:29]=[CH:28][CH:27]=2)[C:16]2[CH:21]=[CH:20][CH:19]=[C:18]([C:22]([F:25])([F:23])[F:24])[CH:17]=2)[CH:10]=[CH:11][CH:12]=[CH:13][CH:14]=1. The catalyst class is: 24. (2) The catalyst class is: 7. Product: [Cl:1][C:2]1[CH:10]=[CH:9][C:5]([CH2:6][OH:7])=[CH:4][C:3]=1[S:11]([CH3:14])(=[O:12])=[O:13]. Reactant: [Cl:1][C:2]1[CH:10]=[CH:9][C:5]([C:6](O)=[O:7])=[CH:4][C:3]=1[S:11]([CH3:14])(=[O:13])=[O:12]. (3) Product: [Cl:25][C:6]1[CH:5]=[CH:4][C:3]([CH2:2][NH:1][S:29]([CH:26]2[CH2:28][CH2:27]2)(=[O:31])=[O:30])=[CH:8][C:7]=1[C:9]1[NH:13][C:12](=[O:14])[N:11]([C:15]2[CH:16]=[CH:17][C:18]([C:21]([F:24])([F:23])[F:22])=[CH:19][CH:20]=2)[N:10]=1. The catalyst class is: 1. Reactant: [NH2:1][CH2:2][C:3]1[CH:4]=[CH:5][C:6]([Cl:25])=[C:7]([C:9]2[NH:13][C:12](=[O:14])[N:11]([C:15]3[CH:20]=[CH:19][C:18]([C:21]([F:24])([F:23])[F:22])=[CH:17][CH:16]=3)[N:10]=2)[CH:8]=1.[CH:26]1([S:29](Cl)(=[O:31])=[O:30])[CH2:28][CH2:27]1.CCN(C(C)C)C(C)C. (4) Reactant: [F:1][C:2]1[C:7]([O:8][CH3:9])=[CH:6][C:5]([O:10][CH3:11])=[C:4]([F:12])[C:3]=1[N:13]1[CH2:18][C:17]2[CH:19]=[N:20][C:21]3[N:25]([S:26]([C:29]4[CH:34]=[CH:33][CH:32]=[CH:31][CH:30]=4)(=[O:28])=[O:27])[C:24]([CH:35]=[O:36])=[CH:23][C:22]=3[C:16]=2[N:15]([CH2:37][CH3:38])[C:14]1=[O:39].C(O[BH-](OC(=O)C)OC(=O)C)(=O)C.[Na+]. Product: [F:12][C:4]1[C:5]([O:10][CH3:11])=[CH:6][C:7]([O:8][CH3:9])=[C:2]([F:1])[C:3]=1[N:13]1[CH2:18][C:17]2[CH:19]=[N:20][C:21]3[N:25]([S:26]([C:29]4[CH:34]=[CH:33][CH:32]=[CH:31][CH:30]=4)(=[O:27])=[O:28])[C:24]([CH2:35][OH:36])=[CH:23][C:22]=3[C:16]=2[N:15]([CH2:37][CH3:38])[C:14]1=[O:39]. The catalyst class is: 2. (5) Reactant: [I:1][C:2]1[CH:3]=[N:4][NH:5][CH:6]=1.[H-].[Na+].Cl[CH2:10][O:11][CH2:12][CH2:13][Si:14]([CH3:17])([CH3:16])[CH3:15]. Product: [I:1][C:2]1[CH:3]=[N:4][N:5]([CH2:10][O:11][CH2:12][CH2:13][Si:14]([CH3:17])([CH3:16])[CH3:15])[CH:6]=1. The catalyst class is: 9.